From a dataset of HIV replication inhibition screening data with 41,000+ compounds from the AIDS Antiviral Screen. Binary Classification. Given a drug SMILES string, predict its activity (active/inactive) in a high-throughput screening assay against a specified biological target. (1) The molecule is COCc1ccc2c(c1)C(O)NC(=O)O2. The result is 0 (inactive). (2) The compound is O=C(Nc1ccc(Cl)cc1Cl)C1C(=O)C(=O)N(c2ccc(Cl)cc2Cl)C1=O. The result is 0 (inactive). (3) The compound is O=C1c2sccc2-c2cccc3cccc1c23. The result is 0 (inactive). (4) The compound is COc1cccc2c(NCCCN(C)C)c3c([N+](=O)[O-])ccc(OC)c3nc12.Cl. The result is 0 (inactive). (5) The molecule is CC(=O)Nc1ccc2cc(-c3ccc(Cl)cc3)c3nnnn3c2n1. The result is 0 (inactive). (6) The molecule is O=S(=O)(O)C(O)C(O)S(=O)(=O)O. The result is 0 (inactive). (7) The molecule is O=C(c1ccccc1)C1C(c2ccccc2)N1S(=O)(=O)c1ccccc1. The result is 0 (inactive).